Dataset: Peptide-MHC class II binding affinity with 134,281 pairs from IEDB. Task: Regression. Given a peptide amino acid sequence and an MHC pseudo amino acid sequence, predict their binding affinity value. This is MHC class II binding data. (1) The peptide sequence is WKLEGRWDGEEEVQL. The MHC is DRB1_1301 with pseudo-sequence DRB1_1301. The binding affinity (normalized) is 0. (2) The MHC is DRB1_0101 with pseudo-sequence DRB1_0101. The peptide sequence is SPSLWEREFAKQLASV. The binding affinity (normalized) is 0.599. (3) The peptide sequence is VIPEGWKADTSYESK. The MHC is DRB1_1201 with pseudo-sequence DRB1_1201. The binding affinity (normalized) is 0.180. (4) The peptide sequence is DKKCIEWEKAQHGAC. The MHC is DRB1_1501 with pseudo-sequence DRB1_1501. The binding affinity (normalized) is 0.413. (5) The peptide sequence is EKKYFAATQFEPLAY. The MHC is HLA-DPA10201-DPB10501 with pseudo-sequence HLA-DPA10201-DPB10501. The binding affinity (normalized) is 0.559. (6) The peptide sequence is EDVGYPIIIDQKYCP. The MHC is HLA-DPA10301-DPB10402 with pseudo-sequence HLA-DPA10301-DPB10402. The binding affinity (normalized) is 0.164. (7) The peptide sequence is GDKFLANVSTVLTGK. The MHC is DRB1_0101 with pseudo-sequence DRB1_0101. The binding affinity (normalized) is 0.959.